From a dataset of NCI-60 drug combinations with 297,098 pairs across 59 cell lines. Regression. Given two drug SMILES strings and cell line genomic features, predict the synergy score measuring deviation from expected non-interaction effect. (1) Drug 1: C1=CC(=C2C(=C1NCCNCCO)C(=O)C3=C(C=CC(=C3C2=O)O)O)NCCNCCO. Drug 2: CN(C)C1=NC(=NC(=N1)N(C)C)N(C)C. Cell line: SNB-75. Synergy scores: CSS=57.0, Synergy_ZIP=9.55, Synergy_Bliss=7.94, Synergy_Loewe=-61.9, Synergy_HSA=6.78. (2) Drug 1: CC1=C(C=C(C=C1)C(=O)NC2=CC(=CC(=C2)C(F)(F)F)N3C=C(N=C3)C)NC4=NC=CC(=N4)C5=CN=CC=C5. Drug 2: B(C(CC(C)C)NC(=O)C(CC1=CC=CC=C1)NC(=O)C2=NC=CN=C2)(O)O. Cell line: MCF7. Synergy scores: CSS=30.8, Synergy_ZIP=-7.52, Synergy_Bliss=-4.11, Synergy_Loewe=-6.77, Synergy_HSA=-1.18. (3) Drug 1: CCCCC(=O)OCC(=O)C1(CC(C2=C(C1)C(=C3C(=C2O)C(=O)C4=C(C3=O)C=CC=C4OC)O)OC5CC(C(C(O5)C)O)NC(=O)C(F)(F)F)O. Drug 2: CC12CCC3C(C1CCC2O)C(CC4=C3C=CC(=C4)O)CCCCCCCCCS(=O)CCCC(C(F)(F)F)(F)F. Cell line: 786-0. Synergy scores: CSS=39.2, Synergy_ZIP=-3.21, Synergy_Bliss=-5.41, Synergy_Loewe=-2.96, Synergy_HSA=-3.54.